This data is from Full USPTO retrosynthesis dataset with 1.9M reactions from patents (1976-2016). The task is: Predict the reactants needed to synthesize the given product. (1) Given the product [C:1]([O:5][C:6]([N:8]([CH3:34])[C:9]1[CH:10]=[CH:11][C:12]([C:15]2[C:16]([C:28]3[CH:33]=[CH:32][CH:31]=[CH:30][CH:29]=3)=[N:17][C:18]3[C:23]([N:24]=2)=[CH:22][C:21]([C:25]([O:27][CH3:35])=[O:26])=[CH:20][CH:19]=3)=[CH:13][CH:14]=1)=[O:7])([CH3:4])([CH3:3])[CH3:2], predict the reactants needed to synthesize it. The reactants are: [C:1]([O:5][C:6]([N:8]([CH3:34])[C:9]1[CH:14]=[CH:13][C:12]([C:15]2[C:16]([C:28]3[CH:33]=[CH:32][CH:31]=[CH:30][CH:29]=3)=[N:17][C:18]3[C:23]([N:24]=2)=[CH:22][C:21]([C:25]([OH:27])=[O:26])=[CH:20][CH:19]=3)=[CH:11][CH:10]=1)=[O:7])([CH3:4])([CH3:3])[CH3:2].[C:35]([O-])([O-])=O.[K+].[K+].CI. (2) Given the product [S:11]1[C:7]2[CH:6]=[CH:5][C:4]([NH2:1])=[CH:12][C:8]=2[N:9]=[CH:10]1, predict the reactants needed to synthesize it. The reactants are: [N+:1]([C:4]1[CH:5]=[CH:6][C:7]2[S:11][CH:10]=[N:9][C:8]=2[CH:12]=1)([O-])=O.CC(O)=O. (3) Given the product [NH2:30][C:24](=[O:25])[CH2:23][O:22][CH:8]([C:4]1[CH:5]=[CH:6][CH:7]=[C:2]([Cl:1])[C:3]=1[F:29])[C@@H:9]1[CH2:14][CH2:13][CH2:12][N:11]([C:15]([O:17][C:18]([CH3:21])([CH3:20])[CH3:19])=[O:16])[CH2:10]1, predict the reactants needed to synthesize it. The reactants are: [Cl:1][C:2]1[C:3]([F:29])=[C:4]([C@H:8]([O:22][CH2:23][C:24](OCC)=[O:25])[C@@H:9]2[CH2:14][CH2:13][CH2:12][N:11]([C:15]([O:17][C:18]([CH3:21])([CH3:20])[CH3:19])=[O:16])[CH2:10]2)[CH:5]=[CH:6][CH:7]=1.[NH3:30]. (4) Given the product [C:24]([OH:26])(=[O:25])[C:22]([OH:23])=[O:21].[O:7]([C:8]1[CH:19]=[C:18]2[C:11]([NH:12][CH:13]=[C:14]2[CH2:15][CH2:16][NH2:17])=[CH:10][CH:9]=1)[C:3]1[CH:4]=[CH:5][CH:6]=[CH:1][CH:2]=1, predict the reactants needed to synthesize it. The reactants are: [C:1]1(C)[CH:6]=[CH:5][CH:4]=[C:3]([O:7][C:8]2[CH:19]=[C:18]3[C:11]([NH:12][CH:13]=[C:14]3[CH2:15][CH2:16][NH2:17])=[CH:10][CH:9]=2)[CH:2]=1.[O:21]=[C:22]([C:24](=[O:26])[OH:25])[OH:23]. (5) The reactants are: [Cl:1][C:2]1[CH:3]=[C:4]([C:8]2[N:13]=[C:12]([CH2:14][N:15]3[CH:19]=[N:18][C:17]([C:20](OC)=[O:21])=[N:16]3)[CH:11]=[N:10][C:9]=2[O:24][CH3:25])[CH:5]=[CH:6][CH:7]=1.[BH4-].[Li+]. Given the product [Cl:1][C:2]1[CH:3]=[C:4]([C:8]2[N:13]=[C:12]([CH2:14][N:15]3[CH:19]=[N:18][C:17]([CH2:20][OH:21])=[N:16]3)[CH:11]=[N:10][C:9]=2[O:24][CH3:25])[CH:5]=[CH:6][CH:7]=1, predict the reactants needed to synthesize it. (6) Given the product [CH3:36][N:34]([CH3:35])[C:32]([C:17]1[CH:18]=[C:19]2[C:24](=[C:15]([CH:13]([NH:4][C:3]3[C:5]([F:10])=[CH:6][CH:7]=[C:8]([F:9])[C:2]=3[F:1])[CH3:14])[CH:16]=1)[O:23][C:22]([N:25]1[CH2:30][CH2:29][O:28][CH2:27][CH2:26]1)=[CH:21][C:20]2=[O:31])=[O:33], predict the reactants needed to synthesize it. The reactants are: [F:1][C:2]1[C:8]([F:9])=[CH:7][CH:6]=[C:5]([F:10])[C:3]=1[NH2:4].Br.Br[CH:13]([C:15]1[CH:16]=[C:17]([C:32]([N:34]([CH3:36])[CH3:35])=[O:33])[CH:18]=[C:19]2[C:24]=1[O:23][C:22]([N:25]1[CH2:30][CH2:29][O:28][CH2:27][CH2:26]1)=[CH:21][C:20]2=[O:31])[CH3:14].